From a dataset of Forward reaction prediction with 1.9M reactions from USPTO patents (1976-2016). Predict the product of the given reaction. (1) Given the reactants [OH:1][CH:2]1[CH2:7][C:6]([C:8]#[N:9])=[CH:5][CH2:4][CH2:3]1.N1C=CN=C1.[Si:15](Cl)([C:18]([CH3:21])([CH3:20])[CH3:19])([CH3:17])[CH3:16], predict the reaction product. The product is: [Si:15]([O:1][CH:2]1[CH2:7][C:6]([C:8]#[N:9])=[CH:5][CH2:4][CH2:3]1)([C:18]([CH3:21])([CH3:20])[CH3:19])([CH3:17])[CH3:16]. (2) Given the reactants C(O)(=O)[C@@H](C1C=CC=CC=1)O.CC1(C)[NH:18][C@H:17]2[CH2:19][N:20]([C:22]([O:24][CH2:25][C:26]3[CH:31]=[CH:30][CH:29]=[CH:28][CH:27]=3)=[O:23])[CH2:21][C@H:16]2[CH2:15][O:14]1.OS(O)(=O)=O.[OH-].[Na+].[C:48](O[C:48]([O:50][C:51]([CH3:54])([CH3:53])[CH3:52])=[O:49])([O:50][C:51]([CH3:54])([CH3:53])[CH3:52])=[O:49], predict the reaction product. The product is: [C:51]([O:50][C:48]([NH:18][C@H:17]1[C@@H:16]([CH2:15][OH:14])[CH2:21][N:20]([C:22]([O:24][CH2:25][C:26]2[CH:31]=[CH:30][CH:29]=[CH:28][CH:27]=2)=[O:23])[CH2:19]1)=[O:49])([CH3:52])([CH3:53])[CH3:54]. (3) Given the reactants C([N-]C(C)C)(C)C.[Li+].[C:9]([O:12][CH2:13][CH3:14])(=[O:11])[CH3:10].CN1C(=O)N(C)CCC1.I[CH2:25][C:26]1[N:30]([CH3:31])[N:29]=[C:28]([C:32]2[CH:37]=[CH:36][C:35]([O:38][C:39]([F:42])([F:41])[F:40])=[CH:34][CH:33]=2)[CH:27]=1, predict the reaction product. The product is: [CH2:13]([O:12][C:9](=[O:11])[CH2:10][CH2:25][C:26]1[N:30]([CH3:31])[N:29]=[C:28]([C:32]2[CH:33]=[CH:34][C:35]([O:38][C:39]([F:41])([F:40])[F:42])=[CH:36][CH:37]=2)[CH:27]=1)[CH3:14]. (4) Given the reactants [Cl:1][C:2]1[CH:7]=[CH:6][C:5]([C:8]([C:17]2[C:25]3[C:20](=[C:21]([CH2:26][S:27][CH3:28])[CH:22]=[CH:23][CH:24]=3)[NH:19][CH:18]=2)([C:10]2[CH:15]=[CH:14][C:13]([F:16])=[CH:12][CH:11]=2)[CH3:9])=[C:4]([F:29])[CH:3]=1.ClC1C=CC(C(C2C=CC(Cl)=CC=2)C2C3C(=C(CS(C)=[O:49])C=CC=3)NC=2)=CC=1, predict the reaction product. The product is: [Cl:1][C:2]1[CH:7]=[CH:6][C:5]([C:8]([C:17]2[C:25]3[C:20](=[C:21]([CH2:26][S:27]([CH3:28])=[O:49])[CH:22]=[CH:23][CH:24]=3)[NH:19][CH:18]=2)([C:10]2[CH:15]=[CH:14][C:13]([F:16])=[CH:12][CH:11]=2)[CH3:9])=[C:4]([F:29])[CH:3]=1.